Dataset: Full USPTO retrosynthesis dataset with 1.9M reactions from patents (1976-2016). Task: Predict the reactants needed to synthesize the given product. (1) Given the product [CH:15]1([C:18]2[CH:23]=[CH:22][N:21]=[CH:20][C:19]=2[N:2]2[CH2:3][CH2:4][C:5]3[S:9][C:8]4[CH:10]=[CH:11][CH:12]=[CH:13][C:7]=4[C:6]=3[C:1]2=[O:14])[CH2:17][CH2:16]1, predict the reactants needed to synthesize it. The reactants are: [C:1]1(=[O:14])[C:6]2[C:7]3[CH:13]=[CH:12][CH:11]=[CH:10][C:8]=3[S:9][C:5]=2[CH2:4][CH2:3][NH:2]1.[CH:15]1([C:18]2[CH:23]=[CH:22][N:21]=[CH:20][C:19]=2I)[CH2:17][CH2:16]1.P([O-])([O-])([O-])=O.[K+].[K+].[K+]. (2) Given the product [CH3:51][C@H:43]1[CH2:42][NH:41][C:40]2[C:45](=[CH:46][CH:47]=[C:38]([C:36]3[CH:35]=[N:34][N:33]([CH:30]4[CH2:32][O:14][CH2:31]4)[CH:37]=3)[CH:39]=2)[N:44]1[C:48](=[O:50])[CH3:49], predict the reactants needed to synthesize it. The reactants are: BrC1C=C2C(=CC=1)N(C(=[O:14])C)[C@@H](C)CN2.CC1(C)C(C)(C)OB(N2C=CC=N2)O1.[CH:30]1([N:33]2[CH:37]=[C:36]([C:38]3[CH:39]=[C:40]4[C:45](=[CH:46][CH:47]=3)[N:44]([C:48](=[O:50])[CH3:49])[C@@H:43]([CH3:51])[CH2:42][NH:41]4)[CH:35]=[N:34]2)[CH2:32][CH2:31]1. (3) Given the product [OH:1][C:2]1[C:12]([O:13][C:14](=[O:16])[CH3:15])=[CH:11][C:5]2[C:6](=[O:10])[N:7]([CH3:9])[S:8][C:4]=2[C:3]=1[N+:17]([O-:19])=[O:18], predict the reactants needed to synthesize it. The reactants are: [OH:1][C:2]1[C:12]([O:13][C:14](=[O:16])[CH3:15])=[CH:11][C:5]2[C:6](=[O:10])[N:7]([CH3:9])[S:8][C:4]=2[CH:3]=1.[N+:17]([O-])([OH:19])=[O:18]. (4) Given the product [CH2:2]([C:6]1[CH:7]=[CH:8][C:9]([C:12]#[C:13][C:14]2[CH:34]=[CH:33][C:17]([CH2:18][N:19]([C:20]3[CH:32]=[CH:31][C:23]4[O:24][C:25]([CH3:30])([CH3:29])[O:26][C:27](=[O:28])[C:22]=4[CH:21]=3)[C:41]([C:38]3[CH:39]=[CH:40][C:35]([C:44]4[CH:45]=[CH:46][CH:47]=[CH:48][CH:49]=4)=[CH:36][CH:37]=3)=[O:42])=[CH:16][CH:15]=2)=[CH:10][CH:11]=1)[CH2:3][CH2:4][CH3:5], predict the reactants needed to synthesize it. The reactants are: Cl.[CH2:2]([C:6]1[CH:11]=[CH:10][C:9]([C:12]#[C:13][C:14]2[CH:34]=[CH:33][C:17]([CH2:18][NH:19][C:20]3[CH:32]=[CH:31][C:23]4[O:24][C:25]([CH3:30])([CH3:29])[O:26][C:27](=[O:28])[C:22]=4[CH:21]=3)=[CH:16][CH:15]=2)=[CH:8][CH:7]=1)[CH2:3][CH2:4][CH3:5].[C:35]1([C:44]2[CH:49]=[CH:48][CH:47]=[CH:46][CH:45]=2)[CH:40]=[CH:39][C:38]([C:41](Cl)=[O:42])=[CH:37][CH:36]=1. (5) Given the product [Cl:1][C:2]1[CH:3]=[CH:4][C:5]2[N:11]([CH2:12][C:13]([CH3:16])([CH3:17])[CH2:14][OH:15])[C:10](=[O:18])[C@@H:9]([CH2:19][C:20]([NH:35][CH2:36][C:37]3[CH:38]=[CH:39][C:40]([C:41]([O:43][CH3:44])=[O:42])=[CH:45][CH:46]=3)=[O:21])[O:8][C@H:7]([C:23]3[CH:28]=[CH:27][CH:26]=[C:25]([O:29][CH3:30])[C:24]=3[O:31][CH3:32])[C:6]=2[CH:33]=1, predict the reactants needed to synthesize it. The reactants are: [Cl:1][C:2]1[CH:3]=[CH:4][C:5]2[N:11]([CH2:12][C:13]([CH3:17])([CH3:16])[CH2:14][OH:15])[C:10](=[O:18])[C@@H:9]([CH2:19][C:20](O)=[O:21])[O:8][C@H:7]([C:23]3[CH:28]=[CH:27][CH:26]=[C:25]([O:29][CH3:30])[C:24]=3[O:31][CH3:32])[C:6]=2[CH:33]=1.Cl.[NH2:35][CH2:36][C:37]1[CH:46]=[CH:45][C:40]([C:41]([O:43][CH3:44])=[O:42])=[CH:39][CH:38]=1.P(C#N)(OCC)(OCC)=O.C(N(CC)CC)C. (6) The reactants are: [NH2:1][C:2]1[CH:9]=[C:8]([Cl:10])C=CC=1C#N.[CH3:11][Mg]Cl.[O:14]1[CH2:18][CH2:17][CH2:16][CH2:15]1. Given the product [NH2:1][C:2]1[CH:9]=[C:8]([Cl:10])[CH:15]=[CH:16][C:17]=1[C:18](=[O:14])[CH3:11], predict the reactants needed to synthesize it. (7) The reactants are: [Cl:1][C:2]1[CH:7]=[CH:6][C:5]([C@H:8]2[N:15]3[C:11]([S:12][C:13]([C:19](O)=[O:20])=[C:14]3[CH:16]([CH3:18])[CH3:17])=[N:10][C@:9]2([C:23]2[CH:28]=[CH:27][C:26]([Cl:29])=[CH:25][CH:24]=2)[CH3:22])=[CH:4][CH:3]=1.[NH:30]1[CH2:35][CH2:34][NH:33][CH2:32][C:31]1=[O:36].Cl.CN(C)CCCN=C=NCC.ON1C2C=CC=CC=2N=N1. Given the product [Cl:1][C:2]1[CH:7]=[CH:6][C:5]([C@H:8]2[N:15]3[C:11]([S:12][C:13]([C:19]([N:33]4[CH2:34][CH2:35][NH:30][C:31](=[O:36])[CH2:32]4)=[O:20])=[C:14]3[CH:16]([CH3:18])[CH3:17])=[N:10][C@:9]2([C:23]2[CH:24]=[CH:25][C:26]([Cl:29])=[CH:27][CH:28]=2)[CH3:22])=[CH:4][CH:3]=1, predict the reactants needed to synthesize it.